Dataset: Forward reaction prediction with 1.9M reactions from USPTO patents (1976-2016). Task: Predict the product of the given reaction. Given the reactants [F:1][C:2]1[CH:3]=[C:4]([C@@H:9]2[NH:23][C:13]3[NH:14][C:15](=[O:22])[N:16]([CH:19]([CH3:21])[CH3:20])[C:17](=[O:18])[C:12]=3[C:11](=O)[CH2:10]2)[CH:5]=[CH:6][C:7]=1[F:8].[Li+].[BH4-].O.CC#N, predict the reaction product. The product is: [F:1][C:2]1[CH:3]=[C:4]([C@@H:9]2[NH:23][C:13]3[NH:14][C:15](=[O:22])[N:16]([CH:19]([CH3:21])[CH3:20])[C:17](=[O:18])[C:12]=3[CH2:11][CH2:10]2)[CH:5]=[CH:6][C:7]=1[F:8].